Dataset: Catalyst prediction with 721,799 reactions and 888 catalyst types from USPTO. Task: Predict which catalyst facilitates the given reaction. (1) Reactant: [Br:1][C:2]1[C:10]([Cl:11])=[CH:9][CH:8]=[CH:7][C:3]=1C(O)=O.C([N:14](CC)CC)C.C1(P(N=[N+]=[N-])(C2C=CC=CC=2)=O)C=CC=CC=1.C(O)(C)(C)C. Product: [Br:1][C:2]1[C:10]([Cl:11])=[CH:9][CH:8]=[CH:7][C:3]=1[NH2:14]. The catalyst class is: 11. (2) Reactant: C[Al](C)C.[C:5]1([NH2:11])[CH:10]=[CH:9][CH:8]=[CH:7][CH:6]=1.C([O:14][C:15]([C:17]1[N:21]2[N:22]=[C:23]([Cl:26])[CH:24]=[CH:25][C:20]2=[N:19][C:18]=1[CH3:27])=O)C.Cl. Product: [C:5]1([NH:11][C:15]([C:17]2[N:21]3[N:22]=[C:23]([Cl:26])[CH:24]=[CH:25][C:20]3=[N:19][C:18]=2[CH3:27])=[O:14])[CH:10]=[CH:9][CH:8]=[CH:7][CH:6]=1. The catalyst class is: 4. (3) Reactant: Cl.[C:2]1([C:8]2([NH2:11])[CH2:10][CH2:9]2)[CH:7]=[CH:6][CH:5]=[CH:4][CH:3]=1.C(N(C(C)C)CC)(C)C.[F:21][C:22]1[CH:27]=[CH:26][C:25]([C:28]2[C:36]([C:37](=[O:40])[NH:38][CH3:39])=[C:35]3[N:30]([N:31]=[CH:32][C:33]([C:41]4[C:42]([CH3:52])=[CH:43][C:44]([O:50][CH3:51])=[C:45]([CH:49]=4)[C:46]([OH:48])=[O:47])=[CH:34]3)[N:29]=2)=[CH:24][CH:23]=1.CN(C(ON1N=NC2C=CC=NC1=2)=[N+](C)C)C.F[P-](F)(F)(F)(F)F. Product: [C:46]([O-:48])(=[O:47])[CH3:45].[NH4+:11].[F:21][C:22]1[CH:27]=[CH:26][C:25]([C:28]2[C:36]([C:37]([NH:38][CH3:39])=[O:40])=[C:35]3[N:30]([N:31]=[CH:32][C:33]([C:41]4[CH:49]=[C:45]([C:46](=[O:47])[NH:11][C:8]5([C:2]6[CH:7]=[CH:6][CH:5]=[CH:4][CH:3]=6)[CH2:10][CH2:9]5)[C:44]([O:50][CH3:51])=[CH:43][C:42]=4[CH3:52])=[CH:34]3)[N:29]=2)=[CH:24][CH:23]=1. The catalyst class is: 3. (4) Reactant: [CH3:1][N:2]1[N:6]=[C:5]([C:7]2[CH:11]=[C:10]([C:12]([F:15])([F:14])[F:13])[N:9]([C:16]3[CH:17]=[N:18][C:19]([N+:22]([O-])=O)=[CH:20][CH:21]=3)[N:8]=2)[O:4][C:3]1=[O:25]. Product: [NH2:22][C:19]1[N:18]=[CH:17][C:16]([N:9]2[C:10]([C:12]([F:14])([F:13])[F:15])=[CH:11][C:7]([C:5]3[O:4][C:3](=[O:25])[N:2]([CH3:1])[N:6]=3)=[N:8]2)=[CH:21][CH:20]=1. The catalyst class is: 10. (5) Reactant: [CH:1]1[C:10]2[C:5](=[CH:6][CH:7]=[CH:8][CH:9]=2)[CH:4]=[CH:3][C:2]=1[O:11][CH2:12][CH:13]1[CH2:15][O:14]1.[CH3:16][O:17][C:18]1[CH:23]=[CH:22][CH:21]=[CH:20][C:19]=1[N:24]1[CH2:29][CH2:28][NH:27][CH2:26][CH2:25]1. Product: [CH3:16][O:17][C:18]1[CH:23]=[CH:22][CH:21]=[CH:20][C:19]=1[N:24]1[CH2:29][CH2:28][N:27]([CH2:15][CH:13]([OH:14])[CH2:12][O:11][C:2]2[CH:3]=[CH:4][C:5]3[C:10](=[CH:9][CH:8]=[CH:7][CH:6]=3)[CH:1]=2)[CH2:26][CH2:25]1. The catalyst class is: 8. (6) Reactant: C[O:2][C:3]([C:5]1[CH:6]=[CH:7][CH:8]=[C:9]2[C:14]=1[N:13]=[CH:12][N:11]=[C:10]2[NH:15][CH2:16][C:17]1[CH:22]=[CH:21][CH:20]=[C:19]([NH:23][C:24]([C:26]2[CH:27]=[N:28][C:29]([O:32][CH3:33])=[CH:30][CH:31]=2)=[O:25])[CH:18]=1)=O.C1COCC1.CC(O)C.[OH-].[NH4+:44]. Product: [CH3:33][O:32][C:29]1[N:28]=[CH:27][C:26]([C:24]([NH:23][C:19]2[CH:18]=[C:17]([CH:22]=[CH:21][CH:20]=2)[CH2:16][NH:15][C:10]2[C:9]3[C:14](=[C:5]([C:3]([NH2:44])=[O:2])[CH:6]=[CH:7][CH:8]=3)[N:13]=[CH:12][N:11]=2)=[O:25])=[CH:31][CH:30]=1. The catalyst class is: 6. (7) Reactant: [NH2:1][C:2]1[CH:7]=[CH:6][C:5]([Br:8])=[CH:4][N:3]=1.C(N(CC)CC)C.[Cl:16][CH2:17][C:18]([CH3:23])([CH3:22])[C:19](Cl)=[O:20]. Product: [Br:8][C:5]1[CH:6]=[CH:7][C:2]([NH:1][C:19](=[O:20])[C:18]([CH3:23])([CH3:22])[CH2:17][Cl:16])=[N:3][CH:4]=1. The catalyst class is: 4. (8) Reactant: CS[S:3][CH3:4].[F:5][C:6]1[CH:11]=[CH:10][C:9](N)=[CH:8][C:7]=1[C:13]([F:16])([F:15])[F:14].C(#N)C.N(OCCC(C)C)=O. Product: [F:5][C:6]1[CH:11]=[CH:10][C:9]([S:3][CH3:4])=[CH:8][C:7]=1[C:13]([F:14])([F:15])[F:16]. The catalyst class is: 6.